Predict which catalyst facilitates the given reaction. From a dataset of Catalyst prediction with 721,799 reactions and 888 catalyst types from USPTO. (1) Reactant: [C:1](Cl)(=[O:8])[C:2]1[CH:7]=[CH:6][CH:5]=[CH:4][CH:3]=1.[O:10]=[CH:11][C@H:12]([C@@H:14]([C@@H:16]([C@H:18]([CH3:20])[OH:19])[OH:17])[OH:15])[OH:13]. Product: [CH3:20][C@@H:18]1[O:19][CH:11]([O:10][C:1]([C:2]2[CH:7]=[CH:6][CH:5]=[CH:4][CH:3]=2)=[O:8])[C@@H:12]([O:13][C:1]([C:2]2[CH:7]=[CH:6][CH:5]=[CH:4][CH:3]=2)=[O:8])[CH:14]([O:15][C:1]([C:2]2[CH:7]=[CH:6][CH:5]=[CH:4][CH:3]=2)=[O:8])[C@H:16]1[O:17][C:1]([C:2]1[CH:7]=[CH:6][CH:5]=[CH:4][CH:3]=1)=[O:8]. The catalyst class is: 17. (2) Reactant: [NH2:1][C:2]1[CH:3]=[CH:4][C:5]([O:24][CH3:25])=[C:6]([CH:23]=1)[O:7][C:8]1[CH:9]=[CH:10][C:11]2[N:12]([CH:14]=[C:15]([NH:17][C:18]([CH:20]3[CH2:22][CH2:21]3)=[O:19])[N:16]=2)[N:13]=1.[CH3:26][N:27]1[C:31]([C:32](Cl)=[O:33])=[CH:30][C:29]([CH3:35])=[N:28]1.C(N(CC)CC)C. Product: [CH:20]1([C:18]([NH:17][C:15]2[N:16]=[C:11]3[CH:10]=[CH:9][C:8]([O:7][C:6]4[CH:23]=[C:2]([NH:1][C:32]([C:31]5[N:27]([CH3:26])[N:28]=[C:29]([CH3:35])[CH:30]=5)=[O:33])[CH:3]=[CH:4][C:5]=4[O:24][CH3:25])=[N:13][N:12]3[CH:14]=2)=[O:19])[CH2:21][CH2:22]1. The catalyst class is: 7. (3) Reactant: O.[OH-].[Li+].O.C([O:7][C:8]([C:10]1[CH:11]=[N:12][N:13]([C:15]2[NH:24][C:23](=[O:25])[C:22]3[C:17](=[CH:18][C:19]4[CH2:29][CH2:28][CH2:27][CH2:26][C:20]=4[CH:21]=3)[N:16]=2)[CH:14]=1)=[O:9])C. Product: [O:25]=[C:23]1[C:22]2[C:17](=[CH:18][C:19]3[CH2:29][CH2:28][CH2:27][CH2:26][C:20]=3[CH:21]=2)[N:16]=[C:15]([N:13]2[CH:14]=[C:10]([C:8]([OH:9])=[O:7])[CH:11]=[N:12]2)[NH:24]1. The catalyst class is: 1. (4) Reactant: [OH:1][CH:2]([CH:15]([N:22]1[C:30]2[C:25](=[CH:26][CH:27]=[CH:28][CH:29]=2)[CH:24]=[CH:23]1)[C:16]1[CH:21]=[CH:20][CH:19]=[CH:18][CH:17]=1)COS(C1C=CC(C)=CC=1)(=O)=O.[CH3:31][N:32]1[CH2:37][CH2:36][NH:35][CH2:34][CH2:33]1.[C:38](=O)([O-])[O-].[K+].[K+]. Product: [N:22]1([CH:15]([C:16]2[CH:21]=[CH:20][CH:19]=[CH:18][CH:17]=2)[CH:2]([OH:1])[CH2:31][N:32]2[CH2:37][CH2:36][N:35]([CH3:38])[CH2:34][CH2:33]2)[C:30]2[C:25](=[CH:26][CH:27]=[CH:28][CH:29]=2)[CH:24]=[CH:23]1. The catalyst class is: 10. (5) Reactant: [NH2:1][C:2]1[CH:7]=[CH:6][CH:5]=[CH:4][C:3]=1[OH:8].[C:9]([C:17]1[C:18](=[O:28])[N:19]([CH3:27])[C:20](=[O:26])[N:21]([CH3:25])[C:22]=1[CH2:23]Br)(=O)[C:10]1[CH:15]=[CH:14][CH:13]=[CH:12][CH:11]=1. Product: [CH3:25][N:21]1[C:22]2=[CH:23][N:1]([C:2]3[CH:7]=[CH:6][CH:5]=[CH:4][C:3]=3[OH:8])[C:9]([C:10]3[CH:11]=[CH:12][CH:13]=[CH:14][CH:15]=3)=[C:17]2[C:18](=[O:28])[N:19]([CH3:27])[C:20]1=[O:26]. The catalyst class is: 14.